From a dataset of Forward reaction prediction with 1.9M reactions from USPTO patents (1976-2016). Predict the product of the given reaction. (1) Given the reactants [C:1]1([C:9]([CH2:11][C:12]2[CH:19]=[CH:18][C:15]([O:16]C)=[CH:14][CH:13]=2)=[O:10])[CH:8]=[CH:7][C:4]([O:5]C)=[CH:3][CH:2]=1.Cl.N1C=CC=CC=1, predict the reaction product. The product is: [OH:5][C:4]1[CH:7]=[CH:8][C:1]([C:9]([CH2:11][C:12]2[CH:13]=[CH:14][C:15]([OH:16])=[CH:18][CH:19]=2)=[O:10])=[CH:2][CH:3]=1. (2) The product is: [NH:1]1[C:9]2[C:4](=[CH:5][CH:6]=[CH:7][N:8]=2)[CH:3]=[C:2]1[CH:20]=[O:22]. Given the reactants [NH:1]1[C:9]2[C:4](=[CH:5][CH:6]=[CH:7][N:8]=2)[CH:3]=[CH:2]1.C1N2CN3CN(C2)CN1C3.[C:20](O)(=[O:22])C, predict the reaction product. (3) The product is: [CH2:1]([O:3][C:4]1[N:5]([C:14]2[CH:15]=[CH:16][C:17]([O:20][CH2:21][C:22]([F:24])([F:25])[F:23])=[CH:18][CH:19]=2)[C:6](=[O:13])[C:7]2[CH2:12][C:11](=[O:28])[NH:10][C:8]=2[N:9]=1)[CH3:2]. Given the reactants [CH2:1]([O:3][C:4]1[N:5]([C:14]2[CH:19]=[CH:18][C:17]([O:20][CH2:21][C:22]([F:25])([F:24])[F:23])=[CH:16][CH:15]=2)[C:6](=[O:13])[C:7]2[CH:12]=[CH:11][NH:10][C:8]=2[N:9]=1)[CH3:2].C(O)(=[O:28])C.C(O)(=O)C.I(C1C=CC=CC=1)=O, predict the reaction product. (4) The product is: [Br:1][C:2]1[CH:7]=[C:6]([N+:8]([O-:10])=[O:9])[CH:5]=[C:4]([CH3:11])[C:3]=1[C@H:14]([OH:17])[CH2:32][OH:35]. Given the reactants [Br:1][C:2]1[CH:7]=[C:6]([N+:8]([O-:10])=[O:9])[CH:5]=[C:4]([CH3:11])[C:3]=1C=C.[C:14]([O-:17])([O-])=O.[K+].[K+].CS(N)(=O)=O.[O-]S([O-])=O.[Na+].[Na+].C[C:32]([OH:35])(C)C, predict the reaction product. (5) The product is: [Br:8][C:5]1[N:4]=[CH:3][C:2]([NH:1][C:19](=[O:20])[O:21][C:22]([CH3:25])([CH3:24])[CH3:23])=[CH:7][CH:6]=1. Given the reactants [NH2:1][C:2]1[CH:3]=[N:4][C:5]([Br:8])=[CH:6][CH:7]=1.C[Si]([N-][Si](C)(C)C)(C)C.[Na+].[C:19](O[C:19]([O:21][C:22]([CH3:25])([CH3:24])[CH3:23])=[O:20])([O:21][C:22]([CH3:25])([CH3:24])[CH3:23])=[O:20], predict the reaction product.